Dataset: Forward reaction prediction with 1.9M reactions from USPTO patents (1976-2016). Task: Predict the product of the given reaction. (1) The product is: [CH3:17][O:18][C:19](=[O:22])[CH:20]=[CH:21][C:12](=[C:13]([NH:8][CH2:7][CH:1]1[CH2:6][CH2:5][CH2:4][CH2:3][CH2:2]1)[CH3:14])[C:11]([O:10][CH3:9])=[O:16]. Given the reactants [CH:1]1([CH2:7][NH2:8])[CH2:6][CH2:5][CH2:4][CH2:3][CH2:2]1.[CH3:9][O:10][C:11](=[O:16])[CH2:12][C:13](=O)[CH3:14].[CH3:17][O:18][C:19](=[O:22])[C:20]#[CH:21], predict the reaction product. (2) Given the reactants C[Si]([N-][Si](C)(C)C)(C)C.[Li+].[CH2:11]=[C:12]1[CH2:18][CH:17]([S:19]([C:22]2[CH:27]=[CH:26][CH:25]=[CH:24][CH:23]=2)(=[O:21])=[O:20])[C:16]2[CH:28]=[C:29]([C:32](=[O:34])[CH3:33])[CH:30]=[CH:31][C:15]=2[O:14][CH2:13]1.[CH2:35](Br)[C:36]1[CH:41]=[CH:40][CH:39]=[CH:38][CH:37]=1.Cl, predict the reaction product. The product is: [CH2:35]([C:17]1([S:19]([C:22]2[CH:27]=[CH:26][CH:25]=[CH:24][CH:23]=2)(=[O:21])=[O:20])[C:16]2[CH:28]=[C:29]([C:32](=[O:34])[CH3:33])[CH:30]=[CH:31][C:15]=2[O:14][CH2:13][C:12](=[CH2:11])[CH2:18]1)[C:36]1[CH:41]=[CH:40][CH:39]=[CH:38][CH:37]=1. (3) Given the reactants [Br:1][C:2]1[CH:7]=[C:6]2[NH:8][C:9](=O)[C:10]3([CH2:13][S:12][CH2:11]3)[C:5]2=[CH:4][CH:3]=1.[H-].COCCO[Al+]OCCOC.[Na+].[H-], predict the reaction product. The product is: [Br:1][C:2]1[CH:7]=[C:6]2[NH:8][CH2:9][C:10]3([CH2:13][S:12][CH2:11]3)[C:5]2=[CH:4][CH:3]=1. (4) The product is: [N+:1]([C:4]1[CH:8]=[C:7]([CH2:9][OH:10])[NH:6][N:5]=1)([O-:3])=[O:2]. Given the reactants [N+:1]([C:4]1[CH:8]=[C:7]([C:9](O)=[O:10])[NH:6][N:5]=1)([O-:3])=[O:2], predict the reaction product. (5) The product is: [C@@H:15]1([N:14]2[CH:23]=[C:10]([CH3:9])[C:11](=[O:25])[NH:12][C:13]2=[O:24])[O:22][C@H:19]([CH2:20][OH:21])[C@@H:17]([OH:18])[CH2:16]1. Given the reactants C(O[CH2:9][C:10]1[C:11](=[O:25])[NH:12][C:13](=[O:24])[N:14]([CH:23]=1)[C@@H:15]1[O:22][C@H:19]([CH2:20][OH:21])[C@@H:17]([OH:18])[CH2:16]1)C1C=CC=CC=1, predict the reaction product. (6) Given the reactants [CH2:1]([O:3][C:4]([C:6]1[C:7]([OH:16])=[CH:8][C:9](=[O:15])[N:10]2[C:14]=1[CH2:13][CH2:12][CH2:11]2)=[O:5])[CH3:2].[H-].[Na+].IC.[CH3:21]COC(C)=O, predict the reaction product. The product is: [CH2:1]([O:3][C:4]([C:6]1[C:7]([OH:16])=[C:8]([CH3:21])[C:9](=[O:15])[N:10]2[C:14]=1[CH2:13][CH2:12][CH2:11]2)=[O:5])[CH3:2].